The task is: Predict the product of the given reaction.. This data is from Forward reaction prediction with 1.9M reactions from USPTO patents (1976-2016). Given the reactants Br[C:2]1[CH:14]=[CH:13][C:5]([O:6][CH2:7][CH2:8][CH2:9][C:10]([NH2:12])=[O:11])=[C:4]([O:15][CH3:16])[CH:3]=1.[Cl:17][C:18]1[CH:23]=[CH:22][C:21]([C:24]2[O:32][C:31]3[CH:30]=[CH:29][NH:28][C:27](=[O:33])[C:26]=3[CH:25]=2)=[CH:20][CH:19]=1.C(=O)([O-])[O-].[K+].[K+].CN[C@@H]1CCCC[C@H]1NC, predict the reaction product. The product is: [Cl:17][C:18]1[CH:19]=[CH:20][C:21]([C:24]2[O:32][C:31]3[CH:30]=[CH:29][N:28]([C:2]4[CH:14]=[CH:13][C:5]([O:6][CH2:7][CH2:8][CH2:9][C:10]([NH2:12])=[O:11])=[C:4]([O:15][CH3:16])[CH:3]=4)[C:27](=[O:33])[C:26]=3[CH:25]=2)=[CH:22][CH:23]=1.